Dataset: NCI-60 drug combinations with 297,098 pairs across 59 cell lines. Task: Regression. Given two drug SMILES strings and cell line genomic features, predict the synergy score measuring deviation from expected non-interaction effect. Drug 1: CC1=C(C(=CC=C1)Cl)NC(=O)C2=CN=C(S2)NC3=CC(=NC(=N3)C)N4CCN(CC4)CCO. Drug 2: CC(C)CN1C=NC2=C1C3=CC=CC=C3N=C2N. Cell line: SF-268. Synergy scores: CSS=-3.30, Synergy_ZIP=1.87, Synergy_Bliss=-0.162, Synergy_Loewe=-3.50, Synergy_HSA=-2.65.